Predict which catalyst facilitates the given reaction. From a dataset of Catalyst prediction with 721,799 reactions and 888 catalyst types from USPTO. (1) Reactant: O/[C:2](=[C:8](/[CH3:15])\[C:9](=O)[CH2:10][CH:11]([CH3:13])[CH3:12])/[C:3]([O:5][CH2:6][CH3:7])=[O:4].[C:16]1([NH:22][NH2:23])[CH:21]=[CH:20][CH:19]=[CH:18][CH:17]=1.Cl. The catalyst class is: 8. Product: [CH2:10]([C:9]1[N:22]([C:16]2[CH:21]=[CH:20][CH:19]=[CH:18][CH:17]=2)[N:23]=[C:2]([C:3]([O:5][CH2:6][CH3:7])=[O:4])[C:8]=1[CH3:15])[CH:11]([CH3:13])[CH3:12]. (2) Reactant: [CH3:1][O:2][C:3]1[C:8]2[CH2:9][CH2:10][CH:11]([N:14]3[CH2:19][CH2:18][O:17][CH2:16][CH2:15]3)[CH2:12][CH2:13][C:7]=2[CH:6]=[CH:5][C:4]=1[N+:20]([O-])=O.C(O)C.[H][H]. Product: [CH3:1][O:2][C:3]1[C:8]2[CH2:9][CH2:10][CH:11]([N:14]3[CH2:19][CH2:18][O:17][CH2:16][CH2:15]3)[CH2:12][CH2:13][C:7]=2[CH:6]=[CH:5][C:4]=1[NH2:20]. The catalyst class is: 45. (3) Reactant: C(OC([N:8]1[CH2:13][CH2:12][N:11]([C:14]2[CH:19]=[CH:18][C:17]([C:20]3[S:21][C:22]([C:25]4[N:26]([C:34]5[CH:39]=[CH:38][CH:37]=[CH:36][C:35]=5[Cl:40])[N:27]=[C:28]([C:30]([F:33])([F:32])[F:31])[CH:29]=4)=[CH:23][CH:24]=3)=[CH:16][N:15]=2)[CH2:10][CH2:9]1)=O)(C)(C)C.FC(CC(O)=O)(F)F. Product: [Cl:40][C:35]1[CH:36]=[CH:37][CH:38]=[CH:39][C:34]=1[N:26]1[C:25]([C:22]2[S:21][C:20]([C:17]3[CH:18]=[CH:19][C:14]([N:11]4[CH2:10][CH2:9][NH:8][CH2:13][CH2:12]4)=[N:15][CH:16]=3)=[CH:24][CH:23]=2)=[CH:29][C:28]([C:30]([F:33])([F:31])[F:32])=[N:27]1. The catalyst class is: 4. (4) The catalyst class is: 242. Reactant: [Cl:1][C:2]1[CH:7]=[CH:6][C:5]([S:8]([N:11]2[CH:16]3[CH2:17][CH2:18][CH2:19][CH:12]2[CH2:13][C:14](=[O:20])[CH2:15]3)(=[O:10])=[O:9])=[CH:4][CH:3]=1.[CH:21](OCC)=[O:22].CC[O-].[Na+]. Product: [Cl:1][C:2]1[CH:3]=[CH:4][C:5]([S:8]([N:11]2[CH:16]3[CH2:17][CH2:18][CH2:19][CH:12]2[C:13](=[CH:21][OH:22])[C:14](=[O:20])[CH2:15]3)(=[O:9])=[O:10])=[CH:6][CH:7]=1. (5) Reactant: CS(O)(=O)=O.[NH2:6][CH2:7][C:8]1[CH:9]=[C:10]2[C:14](=[CH:15][CH:16]=1)[C:13](=[O:17])[N:12]([CH:18]1[CH2:23][CH2:22][C:21](=[O:24])[NH:20][C:19]1=[O:25])[CH2:11]2.CN(C(ON1N=NC2C=CC=NC1=2)=[N+](C)C)C.F[P-](F)(F)(F)(F)F.[F:50][C:51]([F:62])([C:55]1[CH:60]=[CH:59][C:58]([CH3:61])=[CH:57][CH:56]=1)[C:52](O)=[O:53].C(N(C(C)C)C(C)C)C. Product: [O:25]=[C:19]1[CH:18]([N:12]2[CH2:11][C:10]3[C:14](=[CH:15][CH:16]=[C:8]([CH2:7][NH:6][C:52](=[O:53])[C:51]([F:62])([F:50])[C:55]4[CH:56]=[CH:57][C:58]([CH3:61])=[CH:59][CH:60]=4)[CH:9]=3)[C:13]2=[O:17])[CH2:23][CH2:22][C:21](=[O:24])[NH:20]1. The catalyst class is: 18. (6) Reactant: [OH:1][C:2]1[CH:9]=[CH:8][C:5]([CH2:6][OH:7])=[CH:4][CH:3]=1.C(=O)([O-])[O-].[K+].[K+].Cl[CH2:17][C:18](=[O:20])[CH3:19]. The catalyst class is: 21. Product: [OH:7][CH2:6][C:5]1[CH:8]=[CH:9][C:2]([O:1][CH2:17][C:18](=[O:20])[CH3:19])=[CH:3][CH:4]=1. (7) Reactant: [CH3:1][O:2][C:3](=[O:30])[CH2:4][C:5]1[CH:10]=[CH:9][CH:8]=[C:7]([O:11][CH2:12][CH2:13][CH2:14][NH:15][CH2:16][CH:17]([C:24]2[CH:29]=[CH:28][CH:27]=[CH:26][CH:25]=2)[C:18]2[CH:23]=[CH:22][CH:21]=[CH:20][CH:19]=2)[CH:6]=1.[C:31]([C:35]1[CH:36]=[C:37]([CH:40]=[C:41]([C:43]([CH3:46])([CH3:45])[CH3:44])[CH:42]=1)[CH2:38]Br)([CH3:34])([CH3:33])[CH3:32].C(=O)([O-])[O-].[K+].[K+]. Product: [CH3:1][O:2][C:3](=[O:30])[CH2:4][C:5]1[CH:10]=[CH:9][CH:8]=[C:7]([O:11][CH2:12][CH2:13][CH2:14][N:15]([CH2:16][CH:17]([C:24]2[CH:29]=[CH:28][CH:27]=[CH:26][CH:25]=2)[C:18]2[CH:19]=[CH:20][CH:21]=[CH:22][CH:23]=2)[CH2:38][C:37]2[CH:36]=[C:35]([C:31]([CH3:33])([CH3:32])[CH3:34])[CH:42]=[C:41]([C:43]([CH3:46])([CH3:45])[CH3:44])[CH:40]=2)[CH:6]=1. The catalyst class is: 18.